From a dataset of Peptide-MHC class I binding affinity with 185,985 pairs from IEDB/IMGT. Regression. Given a peptide amino acid sequence and an MHC pseudo amino acid sequence, predict their binding affinity value. This is MHC class I binding data. The peptide sequence is NTYLFNILYK. The MHC is HLA-B35:01 with pseudo-sequence HLA-B35:01. The binding affinity (normalized) is 0.